Predict the reactants needed to synthesize the given product. From a dataset of Full USPTO retrosynthesis dataset with 1.9M reactions from patents (1976-2016). (1) Given the product [C:1]1([S:7]([C:10]2[CH:11]=[CH:12][C:13]([C:33]([F:35])([F:36])[F:34])=[C:14]([S:16]([NH:19][CH:20]3[CH2:25][CH2:24][NH:23][CH2:22][CH2:21]3)(=[O:18])=[O:17])[CH:15]=2)(=[O:9])=[O:8])[CH:2]=[CH:3][CH:4]=[CH:5][CH:6]=1, predict the reactants needed to synthesize it. The reactants are: [C:1]1([S:7]([C:10]2[CH:11]=[CH:12][C:13]([C:33]([F:36])([F:35])[F:34])=[C:14]([S:16]([NH:19][CH:20]3[CH2:25][CH2:24][N:23](C(OC(C)(C)C)=O)[CH2:22][CH2:21]3)(=[O:18])=[O:17])[CH:15]=2)(=[O:9])=[O:8])[CH:6]=[CH:5][CH:4]=[CH:3][CH:2]=1. (2) Given the product [CH3:1][N:2]1[C:14]2[C:13]3[CH:12]=[N:11][CH:10]=[CH:9][C:8]=3[CH2:7][CH2:6][C:5]=2[C:4]([C:15]([NH:38][C:36]2[CH:35]=[CH:34][CH:33]=[C:32]([CH3:31])[N:37]=2)=[O:17])=[N:3]1, predict the reactants needed to synthesize it. The reactants are: [CH3:1][N:2]1[C:14]2[C:13]3[CH:12]=[N:11][CH:10]=[CH:9][C:8]=3[CH2:7][CH2:6][C:5]=2[C:4]([C:15]([OH:17])=O)=[N:3]1.C(Cl)(=O)C(Cl)=O.C(N(CC)CC)C.[CH3:31][C:32]1[N:37]=[C:36]([NH2:38])[CH:35]=[CH:34][CH:33]=1. (3) Given the product [ClH:1].[ClH:1].[CH3:40][C:41]1([CH3:43])[NH:30][C:17]([N:18]([CH2:19][C:20]2[CH:25]=[CH:24][C:23]([NH2:26])=[CH:22][CH:21]=2)[CH3:29])=[N:16][C:15]([NH:14][CH2:3][CH2:4][CH2:5][CH2:6][CH2:7][CH2:8][CH2:9][CH2:10][CH2:11][CH2:12][CH3:13])=[N:31]1, predict the reactants needed to synthesize it. The reactants are: [ClH:1].Cl.[CH2:3]([NH:14][C:15](=[NH:31])[NH:16][C:17](=[NH:30])[N:18]([CH3:29])[CH2:19][C:20]1[CH:25]=[CH:24][C:23]([N+:26]([O-])=O)=[CH:22][CH:21]=1)[CH2:4][CH2:5][CH2:6][CH2:7][CH2:8][CH2:9][CH2:10][CH2:11][CH2:12][CH3:13].S(=O)(=O)(O)O.[Cl-].[Ca+2].[Cl-].[CH3:40][C:41]([CH3:43])=O. (4) Given the product [O:44]1[CH2:49][CH2:48][O:47][CH2:46][CH:45]1[C:50]1[C:58]2[S:57][C:56]([NH:59][C:7](=[O:9])[C:4]3[CH:3]=[CH:2][C:1]([CH3:10])=[CH:6][CH:5]=3)=[N:55][C:54]=2[C:53]([O:60][CH3:61])=[CH:52][CH:51]=1, predict the reactants needed to synthesize it. The reactants are: [C:1]1([CH3:10])[CH:6]=[CH:5][C:4]([C:7]([OH:9])=O)=[CH:3][CH:2]=1.CN(C(ON1N=NC2C=CC=NC1=2)=[N+](C)C)C.F[P-](F)(F)(F)(F)F.C(N(C(C)C)C(C)C)C.[O:44]1[CH2:49][CH2:48][O:47][CH2:46][CH:45]1[C:50]1[C:58]2[S:57][C:56]([NH2:59])=[N:55][C:54]=2[C:53]([O:60][CH3:61])=[CH:52][CH:51]=1. (5) Given the product [F:11][C:12]([F:19])([C:15]([F:18])([F:17])[F:16])[CH2:13][NH:14][C:2]1[CH:10]=[CH:9][CH:8]=[CH:7][C:3]=1[C:4]([OH:6])=[O:5], predict the reactants needed to synthesize it. The reactants are: Br[C:2]1[CH:10]=[CH:9][CH:8]=[CH:7][C:3]=1[C:4]([OH:6])=[O:5].[F:11][C:12]([F:19])([C:15]([F:18])([F:17])[F:16])[CH2:13][NH2:14].C([O-])(=O)C.[K+].C(N(CC)CC)C.Cl.